Dataset: Full USPTO retrosynthesis dataset with 1.9M reactions from patents (1976-2016). Task: Predict the reactants needed to synthesize the given product. (1) The reactants are: [CH3:1][O:2][C:3]([NH:5][CH2:6][CH2:7][CH2:8][CH2:9][CH2:10][CH2:11]O)=[O:4].C1(P(C2C=CC=CC=2)C2C=CC=CC=2)C=CC=CC=1.[Br:32]C(Br)(Br)Br. Given the product [CH3:1][O:2][C:3]([NH:5][CH2:6][CH2:7][CH2:8][CH2:9][CH2:10][CH2:11][Br:32])=[O:4], predict the reactants needed to synthesize it. (2) Given the product [Cl:1][C:2]1[CH:16]=[CH:15][C:5]2[NH:6][C:7]3[CH:14]=[CH:13][CH:12]=[CH:11][C:8]=3[CH:9]=[N:10][C:4]=2[CH:3]=1, predict the reactants needed to synthesize it. The reactants are: [Cl:1][C:2]1[CH:16]=[CH:15][C:5]2[NH:6][C:7]3[CH:14]=[CH:13][CH:12]=[CH:11][C:8]=3[CH2:9][NH:10][C:4]=2[CH:3]=1.